This data is from Full USPTO retrosynthesis dataset with 1.9M reactions from patents (1976-2016). The task is: Predict the reactants needed to synthesize the given product. Given the product [CH3:1][O:2][C@@H:3]([C@@H:33]([N:38]([CH3:46])[C:39](=[O:45])[C@@H:40]([NH:41][C:60]([C@@:55]1([CH3:63])[CH2:56][CH2:57][CH2:58][CH2:59][N:54]1[C:52]([O:51][C:47]([CH3:50])([CH3:49])[CH3:48])=[O:53])=[O:61])[CH:42]([CH3:44])[CH3:43])[C@@H:34]([CH3:37])[CH2:35][CH3:36])[CH2:4][C:5]([N:7]1[CH2:11][CH2:10][CH2:9][C@H:8]1[C@H:12]([O:31][CH3:32])[C@@H:13]([CH3:30])[C:14](=[O:29])[NH:15][C@H:16]([C:24]1[S:25][CH:26]=[CH:27][N:28]=1)[CH2:17][C:18]1[CH:19]=[CH:20][CH:21]=[CH:22][CH:23]=1)=[O:6], predict the reactants needed to synthesize it. The reactants are: [CH3:1][O:2][C@@H:3]([C@@H:33]([N:38]([CH3:46])[C:39](=[O:45])[C@H:40]([CH:42]([CH3:44])[CH3:43])[NH2:41])[C@@H:34]([CH3:37])[CH2:35][CH3:36])[CH2:4][C:5]([N:7]1[CH2:11][CH2:10][CH2:9][C@H:8]1[C@H:12]([O:31][CH3:32])[C@@H:13]([CH3:30])[C:14](=[O:29])[NH:15][C@H:16]([C:24]1[S:25][CH:26]=[CH:27][N:28]=1)[CH2:17][C:18]1[CH:23]=[CH:22][CH:21]=[CH:20][CH:19]=1)=[O:6].[C:47]([O:51][C:52]([N:54]1[CH2:59][CH2:58][CH2:57][CH2:56][C@:55]1([CH3:63])[C:60](O)=[O:61])=[O:53])([CH3:50])([CH3:49])[CH3:48].CN(C(ON1N=NC2C=CC=NC1=2)=[N+](C)C)C.F[P-](F)(F)(F)(F)F.C(N(CC)C(C)C)(C)C.